This data is from Catalyst prediction with 721,799 reactions and 888 catalyst types from USPTO. The task is: Predict which catalyst facilitates the given reaction. Reactant: [CH2:1]1[S:3][CH:2]1[CH2:4]Cl.[C:6]([O:10][C:11](=[O:19])[NH:12][CH:13]1[CH2:18][CH2:17][NH:16][CH2:15][CH2:14]1)([CH3:9])([CH3:8])[CH3:7].C(=O)([O-])[O-].[K+].[K+]. Product: [C:6]([O:10][C:11](=[O:19])[NH:12][CH:13]1[CH2:18][CH2:17][N:16]([CH2:4][CH:2]2[CH2:1][S:3]2)[CH2:15][CH2:14]1)([CH3:9])([CH3:7])[CH3:8]. The catalyst class is: 9.